Dataset: Full USPTO retrosynthesis dataset with 1.9M reactions from patents (1976-2016). Task: Predict the reactants needed to synthesize the given product. Given the product [F:39][C:40]([F:45])([F:44])[C:41]([OH:43])=[O:42].[CH2:1]([N:3]1[N:7]=[C:6]([CH2:8][N:9]2[C:14]3[CH:15]=[C:16]([C:18]4[CH:23]=[CH:22][CH:21]=[CH:20][CH:19]=4)[S:17][C:13]=3[C:12](=[O:24])[N:11]([CH:25]3[CH2:30][CH2:29][NH:28][CH2:27][CH2:26]3)[C:10]2=[O:38])[CH:5]=[N:4]1)[CH3:2], predict the reactants needed to synthesize it. The reactants are: [CH2:1]([N:3]1[N:7]=[C:6]([CH2:8][N:9]2[C:14]3[CH:15]=[C:16]([C:18]4[CH:23]=[CH:22][CH:21]=[CH:20][CH:19]=4)[S:17][C:13]=3[C:12](=[O:24])[N:11]([CH:25]3[CH2:30][CH2:29][N:28](C(OC(C)(C)C)=O)[CH2:27][CH2:26]3)[C:10]2=[O:38])[CH:5]=[N:4]1)[CH3:2].[F:39][C:40]([F:45])([F:44])[C:41]([OH:43])=[O:42].